From a dataset of Peptide-MHC class II binding affinity with 134,281 pairs from IEDB. Regression. Given a peptide amino acid sequence and an MHC pseudo amino acid sequence, predict their binding affinity value. This is MHC class II binding data. (1) The peptide sequence is GELQIFDKIDAAFKI. The MHC is DRB1_0101 with pseudo-sequence DRB1_0101. The binding affinity (normalized) is 0.567. (2) The MHC is DRB1_0404 with pseudo-sequence DRB1_0404. The peptide sequence is GNCTTNILEAKYWCP. The binding affinity (normalized) is 0.420. (3) The peptide sequence is IEGGSLFIVPRFHVV. The MHC is DRB1_1302 with pseudo-sequence DRB1_1302. The binding affinity (normalized) is 0.705. (4) The peptide sequence is NNAHHVCWLEASMLL. The MHC is HLA-DQA10501-DQB10303 with pseudo-sequence HLA-DQA10501-DQB10303. The binding affinity (normalized) is 0.505. (5) The peptide sequence is SQDLELSWNLNGLQADLSY. The MHC is HLA-DQA10102-DQB10602 with pseudo-sequence HLA-DQA10102-DQB10602. The binding affinity (normalized) is 0.479. (6) The peptide sequence is IGLEIKDVQIIKQSEKEYIRIDAKVVP. The MHC is DRB1_0301 with pseudo-sequence DRB1_0301. The binding affinity (normalized) is 0.936.